This data is from Reaction yield outcomes from USPTO patents with 853,638 reactions. The task is: Predict the reaction yield, written as a fraction of the theoretical maximum amount of product (1.0 means a 100% yield; for example, 0.34 means a 34% yield). (1) The reactants are [CH:1]1([CH2:5][OH:6])[CH2:4][CH2:3][CH2:2]1.Cl[C:8]1[N:9]=[C:10]([OH:18])[C:11]2[CH:17]=[CH:16][N:15]=[CH:14][C:12]=2[N:13]=1. The yield is 0.160. No catalyst specified. The product is [CH:1]1([CH2:5][O:6][C:8]2[NH:9][C:10](=[O:18])[C:11]3[CH:17]=[CH:16][N:15]=[CH:14][C:12]=3[N:13]=2)[CH2:4][CH2:3][CH2:2]1. (2) The reactants are [CH2:1]([O:5][CH2:6][C:7]([N:9]1[CH2:28][CH2:27][C:12]2[N:13]=[C:14]([NH:17][CH:18]3[CH2:26][C:25]4[C:20](=[CH:21][CH:22]=[CH:23][CH:24]=4)[CH2:19]3)[N:15]=[CH:16][C:11]=2[CH2:10]1)=[O:8])[CH2:2][C:3]#[CH:4].[Na].O=C1O[C@H]([C@H](CO)O)C(O)=C1O.[N:42]([Si](C)(C)C)=[N+:43]=[N-:44]. The catalyst is CN(C)C=O.O.O.O.O.O.O.S([O-])([O-])(=O)=O.[Cu+2]. The product is [CH2:26]1[C:25]2[C:20](=[CH:21][CH:22]=[CH:23][CH:24]=2)[CH2:19][CH:18]1[NH:17][C:14]1[N:15]=[CH:16][C:11]2[CH2:10][N:9]([C:7](=[O:8])[CH2:6][O:5][CH2:1][CH2:2][C:3]3[N:42]=[N:43][NH:44][CH:4]=3)[CH2:28][CH2:27][C:12]=2[N:13]=1. The yield is 0.400. (3) The reactants are [Cl:1][C:2]1[N:10]=[CH:9][C:8]2[NH:7][C:6]3[N:11]=[CH:12][CH:13]=[CH:14][C:5]=3[C:4]=2[C:3]=1[F:15].[H-].[Na+].[CH3:18][Si:19]([CH3:26])([CH3:25])[CH2:20][CH2:21][O:22][CH2:23]Cl. The catalyst is CN(C=O)C. The product is [Cl:1][C:2]1[N:10]=[CH:9][C:8]2[N:7]([CH2:23][O:22][CH2:21][CH2:20][Si:19]([CH3:26])([CH3:25])[CH3:18])[C:6]3[N:11]=[CH:12][CH:13]=[CH:14][C:5]=3[C:4]=2[C:3]=1[F:15]. The yield is 0.800.